From a dataset of Forward reaction prediction with 1.9M reactions from USPTO patents (1976-2016). Predict the product of the given reaction. Given the reactants [Cl:1][C:2]1[CH:3]=[CH:4][C:5]([O:29][CH:30]([F:32])[F:31])=[C:6]([C:8]2[C:13]([O:14][CH3:15])=[CH:12][N:11]([CH:16]([CH2:24][CH:25]([CH3:27])[CH3:26])[C:17]([O:19]C(C)(C)C)=[O:18])[C:10](=[O:28])[CH:9]=2)[CH:7]=1.C(O)(C(F)(F)F)=O, predict the reaction product. The product is: [Cl:1][C:2]1[CH:3]=[CH:4][C:5]([O:29][CH:30]([F:32])[F:31])=[C:6]([C:8]2[C:13]([O:14][CH3:15])=[CH:12][N:11]([CH:16]([CH2:24][CH:25]([CH3:27])[CH3:26])[C:17]([OH:19])=[O:18])[C:10](=[O:28])[CH:9]=2)[CH:7]=1.